Task: Predict which catalyst facilitates the given reaction.. Dataset: Catalyst prediction with 721,799 reactions and 888 catalyst types from USPTO (1) Reactant: [C:1]([N:11]1[CH2:16][CH2:15][CH2:14][CH2:13][C@H:12]1[C:17]([OH:19])=O)([O:3][CH2:4][C:5]1[CH:10]=[CH:9][CH:8]=[CH:7][CH:6]=1)=[O:2].Cl.[NH2:21][CH2:22][C:23]([C:25]1[CH:30]=[CH:29][CH:28]=[CH:27][CH:26]=1)=[O:24].ON1C2C=CC=CC=2N=N1.CN(C)CCCCN=C=NCC.CN1CCOCC1. Product: [CH2:4]([O:3][C:1]([N:11]1[CH2:16][CH2:15][CH2:14][CH2:13][CH:12]1[C:17](=[O:19])[NH:21][CH2:22][C:23](=[O:24])[C:25]1[CH:30]=[CH:29][CH:28]=[CH:27][CH:26]=1)=[O:2])[C:5]1[CH:6]=[CH:7][CH:8]=[CH:9][CH:10]=1. The catalyst class is: 46. (2) The catalyst class is: 16. Product: [CH3:1][O:2][C:3]1[CH:4]=[CH:5][C:6]2[O:10][CH:9]=[C:8]([CH2:11][CH2:12][N:18]3[CH2:19][CH2:20][N:15]([C:21]4[CH:22]=[CH:23][CH:24]=[C:25]5[C:30]=4[N:29]=[CH:28][CH:27]=[CH:26]5)[CH2:16][CH2:17]3)[C:7]=2[CH:14]=1. Reactant: [CH3:1][O:2][C:3]1[CH:4]=[CH:5][C:6]2[O:10][CH:9]=[C:8]([CH2:11][CH2:12]I)[C:7]=2[CH:14]=1.[N:15]1([C:21]2[CH:22]=[CH:23][CH:24]=[C:25]3[C:30]=2[N:29]=[CH:28][CH:27]=[CH:26]3)[CH2:20][CH2:19][NH:18][CH2:17][CH2:16]1.C(N(CC)C(C)C)(C)C.